This data is from Catalyst prediction with 721,799 reactions and 888 catalyst types from USPTO. The task is: Predict which catalyst facilitates the given reaction. (1) The catalyst class is: 37. Product: [C:41]([O:44][CH2:45][C:46]([N:31]1[CH2:32][CH2:33][C:28]([C:34]([NH2:36])=[O:35])([N:27]([CH2:26][C:23]2[CH:24]=[C:25]3[C:20](=[CH:21][C:22]=2[O:38][CH3:39])[N:19]=[CH:18][N:17]=[C:16]3[NH:15][C:11]2[CH:12]=[CH:13][CH:14]=[C:9]([Cl:8])[C:10]=2[F:40])[CH3:37])[CH2:29][CH2:30]1)=[O:47])(=[O:43])[CH3:42]. Reactant: C(N(CC)CC)C.[Cl:8][C:9]1[C:10]([F:40])=[C:11]([NH:15][C:16]2[C:25]3[C:20](=[CH:21][C:22]([O:38][CH3:39])=[C:23]([CH2:26][N:27]([CH3:37])[C:28]4([C:34]([NH2:36])=[O:35])[CH2:33][CH2:32][NH:31][CH2:30][CH2:29]4)[CH:24]=3)[N:19]=[CH:18][N:17]=2)[CH:12]=[CH:13][CH:14]=1.[C:41]([O:44][CH2:45][C:46](Cl)=[O:47])(=[O:43])[CH3:42]. (2) Reactant: [Cl:1][C:2]1[CH:7]=[CH:6][C:5]([CH:8]=[C:9]([CH3:15])[C:10](=[O:14])[C:11]([OH:13])=[O:12])=[CH:4][CH:3]=1.[CH3:16]CO.C[Si](C=[N+]=[N-])(C)C. Product: [CH3:16][O:12][C:11](=[O:13])[C:10](=[O:14])[C:9]([CH3:15])=[CH:8][C:5]1[CH:4]=[CH:3][C:2]([Cl:1])=[CH:7][CH:6]=1. The catalyst class is: 28. (3) Reactant: [CH2:1]([C:8]1[C:9]([C:20]([F:23])([F:22])[F:21])=[N:10][C:11]2[C:16]([C:17]=1[Cl:18])=[CH:15][C:14](Br)=[CH:13][CH:12]=2)[C:2]1[CH:7]=[CH:6][CH:5]=[CH:4][CH:3]=1.[CH3:24][N:25]1[C:29]([C:30]([CH:32]2[CH2:37][CH2:36][N:35]([C:38]([O:40]C(C)(C)C)=[O:39])[CH2:34][CH2:33]2)=[O:31])=[CH:28][N:27]=[CH:26]1.[Li][CH2:46]CCC.CC(C)=O.[C:54](=[O:56])=[O:55].[NH4+].[Cl-]. Product: [CH2:1]([C:8]1[C:9]([C:20]([F:23])([F:22])[F:21])=[N:10][C:11]2[C:16]([C:17]=1[Cl:18])=[CH:15][C:14]([C:30]([OH:31])([C:29]1[N:25]([CH3:24])[CH:26]=[N:27][CH:28]=1)[CH:32]1[CH2:37][CH2:36][N:35]([C:38](=[O:40])[CH3:46])[CH2:34][CH2:33]1)=[CH:13][CH:12]=2)[C:2]1[CH:7]=[CH:6][CH:5]=[CH:4][CH:3]=1.[C:54]([OH:56])([C:20]([F:23])([F:22])[F:21])=[O:55].[C:38]([OH:40])([C:20]([F:23])([F:22])[F:21])=[O:39]. The catalyst class is: 1.